Dataset: Forward reaction prediction with 1.9M reactions from USPTO patents (1976-2016). Task: Predict the product of the given reaction. (1) Given the reactants [Cl:1][C:2]1[CH:8]=[C:7]([I:9])[CH:6]=[CH:5][C:3]=1[NH2:4].[C:10](OC(=O)C)(=[O:12])[CH3:11], predict the reaction product. The product is: [Cl:1][C:2]1[CH:8]=[C:7]([I:9])[CH:6]=[CH:5][C:3]=1[NH:4][C:10](=[O:12])[CH3:11]. (2) Given the reactants [CH3:1][C:2]1[CH:7]=[CH:6][C:5]([C:8]2[O:12][N:11]=[CH:10][C:9]=2[C:13]([OH:15])=O)=[CH:4][CH:3]=1.[CH3:16][O:17][CH2:18][C@@H:19]1[CH2:23][CH2:22][CH2:21][NH:20]1, predict the reaction product. The product is: [CH3:16][O:17][CH2:18][C@@H:19]1[CH2:23][CH2:22][CH2:21][N:20]1[C:13]([C:9]1[CH:10]=[N:11][O:12][C:8]=1[C:5]1[CH:4]=[CH:3][C:2]([CH3:1])=[CH:7][CH:6]=1)=[O:15].